Task: Predict the reaction yield, written as a fraction of the theoretical maximum amount of product (1.0 means a 100% yield; for example, 0.34 means a 34% yield).. Dataset: Reaction yield outcomes from USPTO patents with 853,638 reactions (1) The reactants are N#N.Cl[C:4]1[N:9]=[C:8]([NH:10][C@H:11]2[C:19]3[C:14](=[CH:15][CH:16]=[C:17]([F:20])[CH:18]=3)[CH2:13][CH2:12]2)[C:7]([N+:21]([O-:23])=[O:22])=[CH:6][CH:5]=1.[CH3:24][C:25]1[NH:29][N:28]=[C:27]([NH2:30])[CH:26]=1.C(N(C(C)C)CC)(C)C. The catalyst is CO.O.CS(C)=O. The product is [F:20][C:17]1[CH:18]=[C:19]2[C:14]([CH2:13][CH2:12][C@H:11]2[NH:10][C:8]2[C:7]([N+:21]([O-:23])=[O:22])=[CH:6][CH:5]=[C:4]([NH:30][C:27]3[CH:26]=[C:25]([CH3:24])[NH:29][N:28]=3)[N:9]=2)=[CH:15][CH:16]=1. The yield is 0.900. (2) The reactants are I.[Cl:2][C:3]1[C:4]2[C:5]3[C:6](=[C:20]([CH3:23])[O:21][N:22]=3)[C:7](=[O:19])[N:8]([CH:13]3[CH2:18][CH2:17][CH2:16]N[CH2:14]3)[C:9]=2[CH:10]=[CH:11][CH:12]=1.[C:24]([BH3-])#[N:25].[Na+]. The catalyst is CO. The product is [Cl:2][C:3]1[C:4]2[C:5]3[C:6](=[C:20]([CH3:23])[O:21][N:22]=3)[C:7](=[O:19])[N:8]([CH:13]3[CH2:18][CH2:17][CH2:16][N:25]([CH2:24][CH2:6][CH2:5][C:4]4[CH:9]=[CH:10][CH:11]=[CH:12][CH:3]=4)[CH2:14]3)[C:9]=2[CH:10]=[CH:11][CH:12]=1. The yield is 0.490. (3) The reactants are [CH3:1][N:2]1[CH2:7][CH2:6][N:5]([C:8](=[O:22])[CH2:9][CH2:10][C:11]2[C:19]3[CH2:18][CH2:17][CH2:16][CH2:15][C:14]=3[NH:13][C:12]=2[CH:20]=O)[CH2:4][CH2:3]1.[CH3:23][NH:24][S:25]([C:28]1[CH:29]=[C:30]2[C:34](=[CH:35][CH:36]=1)[NH:33][C:32](=[O:37])[CH2:31]2)(=[O:27])=[O:26]. No catalyst specified. The product is [CH3:23][NH:24][S:25]([C:28]1[CH:29]=[C:30]2[C:34](=[CH:35][CH:36]=1)[NH:33][C:32](=[O:37])/[C:31]/2=[CH:20]\[C:12]1[NH:13][C:14]2[CH2:15][CH2:16][CH2:17][CH2:18][C:19]=2[C:11]=1[CH2:10][CH2:9][C:8]([N:5]1[CH2:6][CH2:7][N:2]([CH3:1])[CH2:3][CH2:4]1)=[O:22])(=[O:27])=[O:26]. The yield is 0.560. (4) The reactants are [O:1]1[C:5]2([CH2:10][CH2:9][NH:8][CH2:7][CH2:6]2)[O:4][CH2:3][CH2:2]1.Cl[CH2:12][C@H:13]([OH:17])[CH2:14][C:15]#[N:16].C(=O)([O-])O.[Na+]. The catalyst is C(O)C. The product is [O:1]1[C:5]2([CH2:10][CH2:9][N:8]([CH2:12][CH:13]([OH:17])[CH2:14][C:15]#[N:16])[CH2:7][CH2:6]2)[O:4][CH2:3][CH2:2]1. The yield is 0.610. (5) The reactants are [C:1]([OH:4])(=[O:3])[CH3:2].[C:1]([OH:4])(=[O:3])[CH3:2].IC1C=CC=CC=1.[NH2:16][C:17]1[N:22]=[C:21]([NH2:23])[C:20]([C:24]#[N:25])=[C:19]([NH:26][C@H:27]([C:29]2[N:34]=[C:33]3[CH:35]=[CH:36][N:37]([CH3:38])[C:32]3=[CH:31][C:30]=2[N:39]2[CH2:44][CH2:43][O:42][CH2:41][CH2:40]2)[CH3:28])[N:18]=1.[OH-].[Na+]. The catalyst is C(#N)C. The product is [C:1]([O:4][C:35]1[C:33]2=[N:34][C:29]([C@@H:27]([NH:26][C:19]3[C:20]([C:24]#[N:25])=[C:21]([NH2:23])[N:22]=[C:17]([NH2:16])[N:18]=3)[CH3:28])=[C:30]([N:39]3[CH2:44][CH2:43][O:42][CH2:41][CH2:40]3)[CH:31]=[C:32]2[N:37]([CH3:38])[CH:36]=1)(=[O:3])[CH3:2]. The yield is 0.110. (6) The reactants are [Cl:1][C:2]1[CH:3]=[C:4]([NH:8][C:9]2[O:13][C:12]([C:14]3[CH:19]=[CH:18][C:17]([OH:20])=[CH:16][CH:15]=3)=[N:11][N:10]=2)[CH:5]=[CH:6][CH:7]=1.C[Si]([N-][Si](C)(C)C)(C)C.[K+].Cl[C:32]1[N:37]=[C:36]([NH2:38])[N:35]=[C:34]([NH2:39])[CH:33]=1.C([O-])([O-])=O.[K+].[K+]. The catalyst is CN(C=O)C.CO. The product is [Cl:1][C:2]1[CH:3]=[C:4]([NH:8][C:9]2[O:13][C:12]([C:14]3[CH:19]=[CH:18][C:17]([O:20][C:32]4[N:37]=[C:36]([NH2:38])[N:35]=[C:34]([NH2:39])[CH:33]=4)=[CH:16][CH:15]=3)=[N:11][N:10]=2)[CH:5]=[CH:6][CH:7]=1. The yield is 0.313. (7) The reactants are C([O:3][C:4]([C:6]1[C:10]([CH3:11])=[CH:9][NH:8][C:7]=1[CH2:12][CH2:13][NH:14][CH2:15][CH2:16][N:17]([CH3:19])[CH3:18])=O)C.C[Al](C)C.Cl.[OH-].[Na+]. The yield is 0.970. The catalyst is C1(C)C=CC=CC=1.O. The product is [CH3:18][N:17]([CH3:19])[CH2:16][CH2:15][N:14]1[CH2:13][CH2:12][C:7]2[NH:8][CH:9]=[C:10]([CH3:11])[C:6]=2[C:4]1=[O:3].